From a dataset of NCI-60 drug combinations with 297,098 pairs across 59 cell lines. Regression. Given two drug SMILES strings and cell line genomic features, predict the synergy score measuring deviation from expected non-interaction effect. (1) Drug 1: C1CCC(C1)C(CC#N)N2C=C(C=N2)C3=C4C=CNC4=NC=N3. Drug 2: C1C(C(OC1N2C=NC3=C(N=C(N=C32)Cl)N)CO)O. Cell line: K-562. Synergy scores: CSS=9.56, Synergy_ZIP=-0.126, Synergy_Bliss=3.16, Synergy_Loewe=-4.77, Synergy_HSA=1.31. (2) Drug 1: CC1OCC2C(O1)C(C(C(O2)OC3C4COC(=O)C4C(C5=CC6=C(C=C35)OCO6)C7=CC(=C(C(=C7)OC)O)OC)O)O. Drug 2: COC1=CC(=CC(=C1O)OC)C2C3C(COC3=O)C(C4=CC5=C(C=C24)OCO5)OC6C(C(C7C(O6)COC(O7)C8=CC=CS8)O)O. Cell line: HCT-15. Synergy scores: CSS=72.4, Synergy_ZIP=-0.531, Synergy_Bliss=-0.660, Synergy_Loewe=-1.81, Synergy_HSA=3.62. (3) Drug 1: C1CCC(C1)C(CC#N)N2C=C(C=N2)C3=C4C=CNC4=NC=N3. Drug 2: CS(=O)(=O)OCCCCOS(=O)(=O)C. Cell line: HS 578T. Synergy scores: CSS=-13.7, Synergy_ZIP=1.60, Synergy_Bliss=-9.35, Synergy_Loewe=-17.5, Synergy_HSA=-16.4. (4) Drug 1: CC1CCC2CC(C(=CC=CC=CC(CC(C(=O)C(C(C(=CC(C(=O)CC(OC(=O)C3CCCCN3C(=O)C(=O)C1(O2)O)C(C)CC4CCC(C(C4)OC)O)C)C)O)OC)C)C)C)OC. Drug 2: C(CC(=O)O)C(=O)CN.Cl. Cell line: SK-MEL-5. Synergy scores: CSS=20.0, Synergy_ZIP=0.795, Synergy_Bliss=-1.17, Synergy_Loewe=-18.7, Synergy_HSA=1.53. (5) Drug 1: CCC(=C(C1=CC=CC=C1)C2=CC=C(C=C2)OCCN(C)C)C3=CC=CC=C3.C(C(=O)O)C(CC(=O)O)(C(=O)O)O. Drug 2: CN1C2=C(C=C(C=C2)N(CCCl)CCCl)N=C1CCCC(=O)O.Cl. Cell line: HT29. Synergy scores: CSS=3.19, Synergy_ZIP=-0.0509, Synergy_Bliss=2.68, Synergy_Loewe=-2.30, Synergy_HSA=-1.19. (6) Synergy scores: CSS=13.8, Synergy_ZIP=-4.62, Synergy_Bliss=-1.73, Synergy_Loewe=1.06, Synergy_HSA=0.646. Drug 1: CNC(=O)C1=CC=CC=C1SC2=CC3=C(C=C2)C(=NN3)C=CC4=CC=CC=N4. Drug 2: C1CN(CCN1C(=O)CCBr)C(=O)CCBr. Cell line: SF-295. (7) Drug 1: C1=CC(=CC=C1CC(C(=O)O)N)N(CCCl)CCCl.Cl. Drug 2: CC12CCC3C(C1CCC2OP(=O)(O)O)CCC4=C3C=CC(=C4)OC(=O)N(CCCl)CCCl.[Na+]. Cell line: OVCAR-5. Synergy scores: CSS=3.25, Synergy_ZIP=-5.31, Synergy_Bliss=-10.6, Synergy_Loewe=-13.2, Synergy_HSA=-12.9. (8) Drug 1: CCC1=CC2CC(C3=C(CN(C2)C1)C4=CC=CC=C4N3)(C5=C(C=C6C(=C5)C78CCN9C7C(C=CC9)(C(C(C8N6C)(C(=O)OC)O)OC(=O)C)CC)OC)C(=O)OC.C(C(C(=O)O)O)(C(=O)O)O. Drug 2: C1=NNC2=C1C(=O)NC=N2. Cell line: CCRF-CEM. Synergy scores: CSS=66.2, Synergy_ZIP=-0.0179, Synergy_Bliss=0.850, Synergy_Loewe=-8.68, Synergy_HSA=2.60. (9) Drug 1: CC1CCC2CC(C(=CC=CC=CC(CC(C(=O)C(C(C(=CC(C(=O)CC(OC(=O)C3CCCCN3C(=O)C(=O)C1(O2)O)C(C)CC4CCC(C(C4)OC)O)C)C)O)OC)C)C)C)OC. Drug 2: C#CCC(CC1=CN=C2C(=N1)C(=NC(=N2)N)N)C3=CC=C(C=C3)C(=O)NC(CCC(=O)O)C(=O)O. Cell line: SF-295. Synergy scores: CSS=45.9, Synergy_ZIP=4.83, Synergy_Bliss=4.46, Synergy_Loewe=-16.5, Synergy_HSA=1.69.